Task: Predict the reactants needed to synthesize the given product.. Dataset: Full USPTO retrosynthesis dataset with 1.9M reactions from patents (1976-2016) Given the product [Cl:11][CH2:12][CH2:13][C:14]([C:2]1[O:1][CH:5]=[CH:4][N:3]=1)=[O:15], predict the reactants needed to synthesize it. The reactants are: [O:1]1[CH:5]=[CH:4][N:3]=[CH:2]1.C([Li])CCC.[Cl:11][CH2:12][CH2:13][C:14](Cl)=[O:15].[Cl-].[NH4+].